Task: Predict which catalyst facilitates the given reaction.. Dataset: Catalyst prediction with 721,799 reactions and 888 catalyst types from USPTO (1) Reactant: C(N(CC)CC)C.[CH3:8][O:9][CH:10]([O:13][CH3:14])[CH2:11][NH2:12].[Cl:15][C:16]1[CH:24]=[CH:23][C:22]([N+:25]([O-:27])=[O:26])=[CH:21][C:17]=1[C:18](Cl)=[O:19]. Product: [Cl:15][C:16]1[CH:24]=[CH:23][C:22]([N+:25]([O-:27])=[O:26])=[CH:21][C:17]=1[C:18]([NH:12][CH2:11][CH:10]([O:13][CH3:14])[O:9][CH3:8])=[O:19]. The catalyst class is: 2. (2) Reactant: [NH:1]1[C:5]2=[N:6][CH:7]=[CH:8][CH:9]=[C:4]2[C:3]([C:10]2[N:11]=[C:12]([CH2:15][NH2:16])[S:13][CH:14]=2)=[CH:2]1.C(N(CC)CC)C.[CH3:24][O:25][C:26]1[CH:27]=[C:28]([CH:32]=[CH:33][CH:34]=1)[C:29](Cl)=[O:30]. Product: [NH:1]1[C:5]2=[N:6][CH:7]=[CH:8][CH:9]=[C:4]2[C:3]([C:10]2[N:11]=[C:12]([CH2:15][NH:16][C:29](=[O:30])[C:28]3[CH:32]=[CH:33][CH:34]=[C:26]([O:25][CH3:24])[CH:27]=3)[S:13][CH:14]=2)=[CH:2]1. The catalyst class is: 2. (3) Reactant: C(Cl)(=O)C.[NH2:5][C:6]1[CH:11]=[CH:10][CH:9]=[CH:8][C:7]=1[C:12]1[N:16]([CH2:17][CH:18]([CH3:20])[CH3:19])[C:15]([CH2:21][CH2:22][CH3:23])=[N:14][C:13]=1[C:24]#[N:25]. Product: [CH3:19][CH:18]([CH3:20])[CH2:17][N:16]1[C:12]2[C:7]3[CH:8]=[CH:9][CH:10]=[CH:11][C:6]=3[N:5]=[C:24]([NH2:25])[C:13]=2[N:14]=[C:15]1[CH2:21][CH2:22][CH3:23]. The catalyst class is: 8. (4) Reactant: Br[C:2]1[S:10][C:9]2[C:8](=[O:11])[NH:7][C:6]3([CH2:15][CH2:14][CH2:13][CH2:12]3)[N:5]([CH2:16][CH3:17])[C:4]=2[CH:3]=1.[CH3:18][C:19]1[C:23](B2OC(C)(C)C(C)(C)O2)=[CH:22][N:21](C(OC(C)(C)C)=O)[N:20]=1.C(=O)([O-])[O-].[Na+].[Na+].COCCOC. Product: [CH2:16]([N:5]1[C:4]2[CH:3]=[C:2]([C:23]3[CH:22]=[N:21][NH:20][C:19]=3[CH3:18])[S:10][C:9]=2[C:8](=[O:11])[NH:7][C:6]21[CH2:15][CH2:14][CH2:13][CH2:12]2)[CH3:17]. The catalyst class is: 6. (5) Reactant: [F:1][C:2]1C=CC(OC)=[CH:4][C:3]=1[C:10]1[N:15]=[C:14]([C:16]([F:19])([F:18])[F:17])C(C=C)=[CH:12][CH:11]=1.[CH2:22]1[CH2:26][O:25][CH2:24][CH2:23]1.CC[C@H]1[C@H]2C[C@H]([C@H](OC3C4C(=CC=CC=4)C(O[C@H](C4C=CN=C5C=4C=C(OC)C=C5)[C@@H]4N5C[C@H](CC)[C@@H](CC5)C4)=NN=3)C3C=CN=C4C=3C=C([O:48]C)C=C4)N(CC2)C1.[CH3:85][C:86]([OH:89])(C)[CH3:87]. Product: [F:1][C:2]1[CH:23]=[CH:22][C:26]([O:25][CH3:24])=[CH:4][C:3]=1[C:10]1[N:15]=[C:14]([C:16]([F:18])([F:19])[F:17])[C:85]([C@H:86]([OH:89])[CH2:87][OH:48])=[CH:12][CH:11]=1. The catalyst class is: 6. (6) Reactant: C([NH:4][C:5]1[C:13]([N+:14]([O-:16])=[O:15])=[CH:12][C:8]([C:9]([OH:11])=[O:10])=[C:7]([OH:17])[CH:6]=1)(=O)C. Product: [NH2:4][C:5]1[C:13]([N+:14]([O-:16])=[O:15])=[CH:12][C:8]([C:9]([OH:11])=[O:10])=[C:7]([OH:17])[CH:6]=1. The catalyst class is: 33. (7) Reactant: Cl.[N:2]12[CH2:9][CH2:8][CH:5]([CH2:6][CH2:7]1)[CH:4]([C:10]([OH:12])=[O:11])[CH2:3]2.C(Cl)CCl.C1C=CC2N(O)N=NC=2C=1.[F:27][C:28]1[CH:29]=[C:30]([CH:35]([C:37]2[CH:42]=[CH:41][CH:40]=[CH:39][CH:38]=2)O)[CH:31]=[CH:32][C:33]=1[F:34].C(N(CC)CC)C. Product: [N:2]12[CH2:9][CH2:8][CH:5]([CH2:6][CH2:7]1)[CH:4]([C:10]([O:12][CH:35]([C:30]1[CH:31]=[CH:32][C:33]([F:34])=[C:28]([F:27])[CH:29]=1)[C:37]1[CH:38]=[CH:39][CH:40]=[CH:41][CH:42]=1)=[O:11])[CH2:3]2. The catalyst class is: 1.